Dataset: Reaction yield outcomes from USPTO patents with 853,638 reactions. Task: Predict the reaction yield, written as a fraction of the theoretical maximum amount of product (1.0 means a 100% yield; for example, 0.34 means a 34% yield). (1) The reactants are Cl[C:2]1[CH:11]=[CH:10][C:5]([C:6]([O:8][CH3:9])=[O:7])=[CH:4][N:3]=1.[NH2:12][C:13]1[CH:18]=[CH:17][CH:16]=[CH:15][CH:14]=1. The catalyst is CN(C=O)C.O. The product is [C:13]1([NH:12][C:2]2[CH:11]=[CH:10][C:5]([C:6]([O:8][CH3:9])=[O:7])=[CH:4][N:3]=2)[CH:18]=[CH:17][CH:16]=[CH:15][CH:14]=1. The yield is 1.00. (2) The reactants are C([Si](C)(C)[O:6][CH2:7][C:8]([N:11]1[C:19]2[C:18]([F:20])=[CH:17][N:16]=[CH:15][C:14]=2[C:13]([C:21]([C:23]2[CH:24]=[C:25]([NH:29][C:30](=[O:39])[CH2:31][C:32]3[CH:37]=[CH:36][C:35]([Cl:38])=[CH:34][CH:33]=3)[CH:26]=[N:27][CH:28]=2)=[O:22])=[CH:12]1)([CH3:10])[CH3:9])(C)(C)C. The catalyst is C1COCC1. The product is [Cl:38][C:35]1[CH:36]=[CH:37][C:32]([CH2:31][C:30]([NH:29][C:25]2[CH:26]=[N:27][CH:28]=[C:23]([C:21]([C:13]3[C:14]4[CH:15]=[N:16][CH:17]=[C:18]([F:20])[C:19]=4[N:11]([C:8]([CH3:10])([CH3:9])[CH2:7][OH:6])[CH:12]=3)=[O:22])[CH:24]=2)=[O:39])=[CH:33][CH:34]=1. The yield is 0.880. (3) The reactants are [CH3:1][NH:2][C:3]([C:5]1[CH:9]=[CH:8][NH:7][CH:6]=1)=[O:4].[H-].[Na+].[CH3:12][C:13]([C:17]1[N:21]([CH2:22][CH:23]2[CH2:28][CH2:27][O:26][CH2:25][CH2:24]2)[C:20]2[CH:29]=[CH:30][C:31]([S:33](Cl)(=[O:35])=[O:34])=[CH:32][C:19]=2[N:18]=1)([CH3:16])[CH2:14][CH3:15]. The yield is 0.620. The product is [CH3:16][C:13]([C:17]1[N:21]([CH2:22][CH:23]2[CH2:24][CH2:25][O:26][CH2:27][CH2:28]2)[C:20]2[CH:29]=[CH:30][C:31]([S:33]([N:7]3[CH:8]=[CH:9][C:5]([C:3]([NH:2][CH3:1])=[O:4])=[CH:6]3)(=[O:35])=[O:34])=[CH:32][C:19]=2[N:18]=1)([CH3:12])[CH2:14][CH3:15]. The catalyst is C1COCC1. (4) The reactants are [N+:1]([C:4]1[CH:5]=[CH:6][C:7]2[CH2:13][CH2:12][CH2:11][NH:10][C:9](=S)[C:8]=2[CH:15]=1)([O-:3])=[O:2].CO[CH:18](OC)[CH2:19][NH2:20].C1(C)C=CC(S(O)(=O)=O)=CC=1. The catalyst is C1COCC1.[Hg](OC(C)=O)OC(C)=O. The product is [N+:1]([C:4]1[CH:5]=[CH:6][C:7]2[CH2:13][CH2:12][CH2:11][N:10]3[C:9](=[N:20][CH:19]=[CH:18]3)[C:8]=2[CH:15]=1)([O-:3])=[O:2]. The yield is 0.150.